Predict the product of the given reaction. From a dataset of Forward reaction prediction with 1.9M reactions from USPTO patents (1976-2016). (1) The product is: [Cl:1][C:2]1[CH:3]=[C:4]([C:11]([CH3:32])([CH3:31])[CH2:12][C:13]([CH2:14][C:15]2[NH:23][C:22]3[C:17](=[N:18][C:19]([CH2:24][N:37]4[CH2:42][CH2:41][O:40][CH2:39][CH2:38]4)=[CH:20][CH:21]=3)[CH:16]=2)([OH:30])[C:26]([F:29])([F:27])[F:28])[C:5]2[O:9][CH2:8][CH2:7][C:6]=2[CH:10]=1. Given the reactants [Cl:1][C:2]1[CH:3]=[C:4]([C:11]([CH3:32])([CH3:31])[CH2:12][C:13]([OH:30])([C:26]([F:29])([F:28])[F:27])[CH2:14][C:15]2[NH:23][C:22]3[C:17](=[N:18][C:19]([CH:24]=O)=[CH:20][CH:21]=3)[CH:16]=2)[C:5]2[O:9][CH2:8][CH2:7][C:6]=2[CH:10]=1.C(O)(=O)C.[NH:37]1[CH2:42][CH2:41][O:40][CH2:39][CH2:38]1, predict the reaction product. (2) Given the reactants [CH3:1][N:2]1[C:6]([C:7]2[CH:8]=[C:9]([C:12]([O:14]C)=[O:13])[O:10][CH:11]=2)=[CH:5][CH:4]=[N:3]1.[OH-].[Na+], predict the reaction product. The product is: [CH3:1][N:2]1[C:6]([C:7]2[CH:8]=[C:9]([C:12]([OH:14])=[O:13])[O:10][CH:11]=2)=[CH:5][CH:4]=[N:3]1. (3) Given the reactants [Cl:1][C:2]1[CH:8]=[C:7]([O:9][C:10]2[C:19]3[C:14](=[CH:15][C:16]([O:22][CH3:23])=[C:17]([O:20][CH3:21])[CH:18]=3)[N:13]=[CH:12][N:11]=2)[CH:6]=[CH:5][C:3]=1[NH2:4].Cl[C:25](Cl)([O:27]C(=O)OC(Cl)(Cl)Cl)Cl.[CH3:36][CH2:37][CH:38]([OH:41])[CH2:39][CH3:40].C(=O)(O)[O-].[Na+], predict the reaction product. The product is: [Cl:1][C:2]1[CH:8]=[C:7]([O:9][C:10]2[C:19]3[C:14](=[CH:15][C:16]([O:22][CH3:23])=[C:17]([O:20][CH3:21])[CH:18]=3)[N:13]=[CH:12][N:11]=2)[CH:6]=[CH:5][C:3]=1[NH:4][C:25](=[O:27])[O:41][CH:38]([CH2:39][CH3:40])[CH2:37][CH3:36]. (4) Given the reactants [C:1]([O:5][C:6]([N:8]1[CH2:22][CH2:21][C:12]2=[C:13](Cl)[N:14]3[C:18]([N:19]=[C:11]2[CH2:10][CH2:9]1)=[CH:17][CH:16]=[N:15]3)=[O:7])([CH3:4])([CH3:3])[CH3:2].O1CCOCC1.B1([C:38]2[CH2:43][CH2:42][N:41]([C:44]([O:46][C:47]([CH3:50])([CH3:49])[CH3:48])=[O:45])[CH2:40][CH:39]=2)OC(C)(C)C(C)(C)O1.C([O-])([O-])=O.[Na+].[Na+], predict the reaction product. The product is: [C:1]([O:5][C:6]([N:8]1[CH2:22][CH2:21][C:12]2=[C:13]([C:38]3[CH2:43][CH2:42][N:41]([C:44]([O:46][C:47]([CH3:50])([CH3:49])[CH3:48])=[O:45])[CH2:40][CH:39]=3)[N:14]3[C:18]([N:19]=[C:11]2[CH2:10][CH2:9]1)=[CH:17][CH:16]=[N:15]3)=[O:7])([CH3:4])([CH3:3])[CH3:2]. (5) Given the reactants [Cl:1][C:2]1[CH:3]=[CH:4][C:5]2[N:11]3[CH:12]=[CH:13][CH:14]=[C:10]3[C@@H:9]([CH2:15][CH2:16][C:17]([OH:19])=O)[O:8][C@H:7]([C:20]3[CH:25]=[CH:24][CH:23]=[C:22]([O:26][CH3:27])[C:21]=3[O:28][CH3:29])[C:6]=2[CH:30]=1.Cl.C(N=C=NCCCN(C)C)C.Cl.[O:44]=[C:45]1[CH2:50][NH:49][CH2:48][CH2:47][N:46]1[CH2:51][C:52]([O:54][CH2:55][CH3:56])=[O:53].O.ON1C2C=CC=CC=2N=N1, predict the reaction product. The product is: [Cl:1][C:2]1[CH:3]=[CH:4][C:5]2[N:11]3[CH:12]=[CH:13][CH:14]=[C:10]3[C@@H:9]([CH2:15][CH2:16][C:17]([N:49]3[CH2:48][CH2:47][N:46]([CH2:51][C:52]([O:54][CH2:55][CH3:56])=[O:53])[C:45](=[O:44])[CH2:50]3)=[O:19])[O:8][C@H:7]([C:20]3[CH:25]=[CH:24][CH:23]=[C:22]([O:26][CH3:27])[C:21]=3[O:28][CH3:29])[C:6]=2[CH:30]=1. (6) The product is: [S:8]1[C:12]2[CH:13]=[CH:14][CH:15]=[CH:16][C:11]=2[N:10]=[C:9]1[S:17]([N:20]1[CH2:25][CH2:24][N:23]([C:48](=[O:49])[CH2:47][N:42]2[CH:41]=[N:40][C:39]3[C:43]2=[N:44][CH:45]=[N:46][C:38]=3[NH:37][C:35]([O:34][CH2:33][C:32]2[CH:51]=[CH:52][C:29]([O:28][CH3:27])=[CH:30][CH:31]=2)=[O:36])[CH2:22][C:21]1=[O:26])(=[O:19])=[O:18]. Given the reactants FC(F)(F)C(O)=O.[S:8]1[C:12]2[CH:13]=[CH:14][CH:15]=[CH:16][C:11]=2[N:10]=[C:9]1[S:17]([N:20]1[CH2:25][CH2:24][NH:23][CH2:22][C:21]1=[O:26])(=[O:19])=[O:18].[CH3:27][O:28][C:29]1[CH:52]=[CH:51][C:32]([CH2:33][O:34][C:35]([NH:37][C:38]2[N:46]=[CH:45][N:44]=[C:43]3[C:39]=2[N:40]=[CH:41][N:42]3[CH2:47][C:48](O)=[O:49])=[O:36])=[CH:31][CH:30]=1, predict the reaction product. (7) Given the reactants Br[C:2]1[CH:7]=[CH:6][N:5]=[CH:4][C:3]=1[N:8]([CH3:25])[C:9](=[O:24])[C:10]1[CH:15]=[C:14]([C:16]([F:19])([F:18])[F:17])[CH:13]=[C:12]([C:20]([F:23])([F:22])[F:21])[CH:11]=1.[CH:26]([O:29][C:30]1[CH:35]=[CH:34][CH:33]=[CH:32][C:31]=1B(O)O)([CH3:28])[CH3:27], predict the reaction product. The product is: [CH:26]([O:29][C:30]1[CH:35]=[CH:34][CH:33]=[CH:32][C:31]=1[C:2]1[CH:7]=[CH:6][N:5]=[CH:4][C:3]=1[N:8]([CH3:25])[C:9](=[O:24])[C:10]1[CH:15]=[C:14]([C:16]([F:19])([F:18])[F:17])[CH:13]=[C:12]([C:20]([F:23])([F:22])[F:21])[CH:11]=1)([CH3:28])[CH3:27]. (8) Given the reactants [CH2:1]([N:5]1[CH:9]=[C:8]([C:10]2[CH:15]=[CH:14][CH:13]=[CH:12][C:11]=2[Cl:16])[N:7]=[N:6]1)[CH2:2][C:3]#[CH:4].Br[C:18]1[CH:23]=[CH:22][CH:21]=[CH:20][N:19]=1, predict the reaction product. The product is: [Cl:16][C:11]1[CH:12]=[CH:13][CH:14]=[CH:15][C:10]=1[C:8]1[N:7]=[N:6][N:5]([CH2:1][CH2:2][C:3]#[C:4][C:18]2[CH:23]=[CH:22][CH:21]=[CH:20][N:19]=2)[CH:9]=1. (9) Given the reactants C([O:3][C:4]([C:6]1[N:7]=[C:8]([CH2:11][O:12][C:13]2[CH:18]=[CH:17][C:16](I)=[CH:15][CH:14]=2)[S:9][CH:10]=1)=[O:5])C.[CH2:20]1[O:28][C:27]2[CH:26]=[CH:25][C:24](B(O)O)=[CH:23][C:22]=2[O:21]1.C(=O)([O-])[O-].[K+].[K+], predict the reaction product. The product is: [O:21]1[C:22]2[CH:23]=[CH:24][C:25]([C:16]3[CH:15]=[CH:14][C:13]([O:12][CH2:11][C:8]4[S:9][CH:10]=[C:6]([C:4]([OH:3])=[O:5])[N:7]=4)=[CH:18][CH:17]=3)=[CH:26][C:27]=2[O:28][CH2:20]1.